From a dataset of Catalyst prediction with 721,799 reactions and 888 catalyst types from USPTO. Predict which catalyst facilitates the given reaction. Reactant: [Cl:1][C:2]1[CH:7]=[CH:6][C:5]([N:8]2[CH:12]=[CH:11][N:10]=[CH:9]2)=[CH:4][CH:3]=1.[Br:13][CH2:14][CH2:15][CH3:16]. Product: [Br-:13].[Cl:1][C:2]1[CH:3]=[CH:4][C:5]([N+:8]2[CH:12]=[CH:11][N:10]([CH2:14][CH2:15][CH3:16])[CH:9]=2)=[CH:6][CH:7]=1. The catalyst class is: 1.